This data is from Catalyst prediction with 721,799 reactions and 888 catalyst types from USPTO. The task is: Predict which catalyst facilitates the given reaction. (1) Reactant: [C:1]([C:4]1[CH:9]=[CH:8][C:7]([CH:10](O)S([O-])(=O)=O)=[CH:6][CH:5]=1)([OH:3])=[O:2].[Na+].[Cl:17][C:18]1[CH:19]=[C:20]([NH2:26])[C:21]([NH2:25])=[CH:22][C:23]=1[Cl:24].Cl. Product: [Cl:17][C:18]1[C:23]([Cl:24])=[CH:22][C:21]2[NH:25][C:10]([C:7]3[CH:8]=[CH:9][C:4]([C:1]([OH:3])=[O:2])=[CH:5][CH:6]=3)=[N:26][C:20]=2[CH:19]=1. The catalyst class is: 3. (2) Reactant: [C:1]([C:5]1[CH:17]=[CH:16][C:8]([O:9][CH2:10][C:11]([O:13][CH2:14][CH3:15])=[O:12])=[CH:7][CH:6]=1)(=O)[CH2:2][CH3:3].Cl.[NH2:19][OH:20].C([O-])(=O)C.[Na+]. The catalyst class is: 24. Product: [OH:20][N:19]=[C:1]([C:5]1[CH:17]=[CH:16][C:8]([O:9][CH2:10][C:11]([O:13][CH2:14][CH3:15])=[O:12])=[CH:7][CH:6]=1)[CH2:2][CH3:3]. (3) Reactant: [F:1][C:2]([F:27])([F:26])[C:3]1[CH:8]=[C:7]([C:9]2[S:13][C:12]3[CH:14]=[C:15]([CH:18]=O)[CH:16]=[CH:17][C:11]=3[CH:10]=2)[CH:6]=[CH:5][C:4]=1[C:20]1[CH:25]=[CH:24][CH:23]=[CH:22][CH:21]=1.[NH2:28][CH2:29][CH2:30][C:31]([OH:33])=[O:32].CCN(CC)CC.[BH4-].[Na+]. Product: [F:27][C:2]([F:1])([F:26])[C:3]1[CH:8]=[C:7]([C:9]2[S:13][C:12]3[CH:14]=[C:15]([CH2:18][NH:28][CH2:29][CH2:30][C:31]([OH:33])=[O:32])[CH:16]=[CH:17][C:11]=3[CH:10]=2)[CH:6]=[CH:5][C:4]=1[C:20]1[CH:25]=[CH:24][CH:23]=[CH:22][CH:21]=1. The catalyst class is: 5. (4) Reactant: C(Cl)(Cl)=O.[N+]([C:8]1[NH:9][CH:10]=[CH:11][N:12]=1)([O-])=O.C(N(CC)CC)C.O[CH2:21][N:22]1[CH2:26][CH:25]([C:27]2[CH:32]=[C:31]([F:33])[C:30]([F:34])=[C:29]([F:35])[CH:28]=2)[CH2:24][C:23]1=[O:36].C(=O)([O-])[O-].[Na+].[Na+]. Product: [F:33][C:31]1[CH:32]=[C:27]([CH:25]2[CH2:26][N:22]([CH2:21][N:9]3[CH:10]=[CH:11][N:12]=[CH:8]3)[C:23](=[O:36])[CH2:24]2)[CH:28]=[C:29]([F:35])[C:30]=1[F:34]. The catalyst class is: 1.